Dataset: Reaction yield outcomes from USPTO patents with 853,638 reactions. Task: Predict the reaction yield, written as a fraction of the theoretical maximum amount of product (1.0 means a 100% yield; for example, 0.34 means a 34% yield). The reactants are C(Cl)(=O)C(Cl)=O.[CH2:7]([O:9][C:10]([C@@:12]1([CH3:18])[CH2:14][C@@H:13]1[C:15]([OH:17])=O)=[O:11])[CH3:8].CN(C=O)C.[Cl:24][C:25]1[CH:26]=[C:27]([Sn](C)(C)C)[CH:28]=[CH:29][C:30]=1[Cl:31]. The catalyst is C(Cl)Cl.C1(C)C=CC=CC=1. The product is [Cl:24][C:25]1[CH:26]=[C:27]([CH:28]=[CH:29][C:30]=1[Cl:31])[C:15]([C@H:13]1[CH2:14][C@:12]1([CH3:18])[C:10]([O:9][CH2:7][CH3:8])=[O:11])=[O:17]. The yield is 0.350.